From a dataset of Full USPTO retrosynthesis dataset with 1.9M reactions from patents (1976-2016). Predict the reactants needed to synthesize the given product. (1) The reactants are: [NH2:1][C:2]1[CH:7]=[CH:6][C:5]([CH2:8][CH2:9][C:10]2[C:14]3[C:15]([O:19][C@@H:20]4[O:37][C@H:36]([CH2:38][O:39][C:40](=[O:42])[CH3:41])[C@@H:31]([O:32][C:33](=[O:35])[CH3:34])[C@H:26]([O:27][C:28](=[O:30])[CH3:29])[C@H:21]4[O:22][C:23](=[O:25])[CH3:24])=[CH:16][CH:17]=[CH:18][C:13]=3[O:12][CH:11]=2)=[CH:4][CH:3]=1.N1C=CC=CC=1.[CH3:49][S:50](Cl)(=[O:52])=[O:51].Cl. Given the product [C:23]([O:22][C@@H:21]1[C@@H:26]([O:27][C:28](=[O:30])[CH3:29])[C@H:31]([O:32][C:33](=[O:35])[CH3:34])[C@@H:36]([CH2:38][O:39][C:40](=[O:42])[CH3:41])[O:37][C@H:20]1[O:19][C:15]1[C:14]2[C:10]([CH2:9][CH2:8][C:5]3[CH:4]=[CH:3][C:2]([NH:1][S:50]([CH3:49])(=[O:52])=[O:51])=[CH:7][CH:6]=3)=[CH:11][O:12][C:13]=2[CH:18]=[CH:17][CH:16]=1)(=[O:25])[CH3:24], predict the reactants needed to synthesize it. (2) Given the product [C:45]([N:2]1[CH2:3][CH:4]([NH:6][C:7]([C:9]2[CH:13]=[C:12]([C:14]3[CH:19]=[C:18]([C:20]([CH3:21])([CH3:22])[CH3:23])[CH:17]=[C:16]([C:24]([CH3:25])([CH3:26])[CH3:27])[CH:15]=3)[N:11]([CH2:28][CH:29]3[CH2:30][CH2:31][CH2:32][CH2:33][CH2:34]3)[C:10]=2[CH3:35])=[O:8])[CH2:5]1)(=[O:47])[CH3:46], predict the reactants needed to synthesize it. The reactants are: Cl.[NH:2]1[CH2:5][CH:4]([NH:6][C:7]([C:9]2[CH:13]=[C:12]([C:14]3[CH:19]=[C:18]([C:20]([CH3:23])([CH3:22])[CH3:21])[CH:17]=[C:16]([C:24]([CH3:27])([CH3:26])[CH3:25])[CH:15]=3)[N:11]([CH2:28][CH:29]3[CH2:34][CH2:33][CH2:32][CH2:31][CH2:30]3)[C:10]=2[CH3:35])=[O:8])[CH2:3]1.CCN(C(C)C)C(C)C.[C:45](Cl)(=[O:47])[CH3:46]. (3) Given the product [C:3]([C:4]1[C:7]([C:9]2[S:13][C:12]([NH:14][CH3:15])=[N:11][C:10]=2[CH3:16])=[N:20][C:19]([NH:18][C:22]2[CH:23]=[C:24]([S:28]([NH2:31])(=[O:29])=[O:30])[CH:25]=[CH:26][CH:27]=2)=[N:21][CH:5]=1)#[N:2], predict the reactants needed to synthesize it. The reactants are: C[N:2](C)[CH:3]=[C:4]([C:7]([C:9]1[S:13][C:12]([NH:14][CH3:15])=[N:11][C:10]=1[CH3:16])=O)[C:5]#N.[NH:18]([C:22]1[CH:23]=[C:24]([S:28]([NH2:31])(=[O:30])=[O:29])[CH:25]=[CH:26][CH:27]=1)[C:19]([NH2:21])=[NH:20].